From a dataset of Full USPTO retrosynthesis dataset with 1.9M reactions from patents (1976-2016). Predict the reactants needed to synthesize the given product. (1) Given the product [Cl:39][C:23]1[S:22][C:21]([C:18]2[CH:19]=[CH:20][C:15]([C:12]3[CH:11]=[CH:10][C:9]([C:6]4([C:4]([OH:5])=[O:3])[CH2:8][CH2:7]4)=[CH:14][CH:13]=3)=[CH:16][CH:17]=2)=[C:25]([NH:26][C:27]([O:29][C@@H:30]([C:32]2[CH:33]=[CH:34][C:35]([F:38])=[CH:36][CH:37]=2)[CH3:31])=[O:28])[CH:24]=1, predict the reactants needed to synthesize it. The reactants are: C([O:3][C:4]([C:6]1([C:9]2[CH:14]=[CH:13][C:12]([C:15]3[CH:20]=[CH:19][C:18]([C:21]4[S:22][C:23]([Cl:39])=[CH:24][C:25]=4[NH:26][C:27]([O:29][C@@H:30]([C:32]4[CH:37]=[CH:36][C:35]([F:38])=[CH:34][CH:33]=4)[CH3:31])=[O:28])=[CH:17][CH:16]=3)=[CH:11][CH:10]=2)[CH2:8][CH2:7]1)=[O:5])C.[OH-].[Na+].Cl. (2) Given the product [F:26][C:27]1[CH:32]=[C:31]([C:2]2[CH:3]=[N:4][CH:5]=[C:6]3[C:11]=2[N:10]=[C:9]([C:12]([NH:14][CH2:15][C:16]2[CH:21]=[CH:20][C:19]([S:22]([CH3:25])(=[O:24])=[O:23])=[CH:18][CH:17]=2)=[O:13])[CH:8]=[CH:7]3)[CH:30]=[CH:29][CH:28]=1, predict the reactants needed to synthesize it. The reactants are: Br[C:2]1[CH:3]=[N:4][CH:5]=[C:6]2[C:11]=1[N:10]=[C:9]([C:12]([NH:14][CH2:15][C:16]1[CH:21]=[CH:20][C:19]([S:22]([CH3:25])(=[O:24])=[O:23])=[CH:18][CH:17]=1)=[O:13])[CH:8]=[CH:7]2.[F:26][C:27]1[CH:28]=[C:29](B(O)O)[CH:30]=[CH:31][CH:32]=1.C(=O)([O-])[O-].[Cs+].[Cs+]. (3) Given the product [O:12]=[C:8]1[CH:7]=[C:6]([C:13]([O:15][CH2:16][CH3:17])=[O:14])[C:5]2[C:10](=[CH:11][C:2]([O:1][S:26]([C:25]([F:38])([F:37])[F:24])(=[O:28])=[O:27])=[CH:3][CH:4]=2)[O:9]1, predict the reactants needed to synthesize it. The reactants are: [OH:1][C:2]1[CH:11]=[C:10]2[C:5]([C:6]([C:13]([O:15][CH2:16][CH3:17])=[O:14])=[CH:7][C:8](=[O:12])[O:9]2)=[CH:4][CH:3]=1.N1C=CC=CC=1.[F:24][C:25]([F:38])([F:37])[S:26](O[S:26]([C:25]([F:38])([F:37])[F:24])(=[O:28])=[O:27])(=[O:28])=[O:27].C(OCC)C. (4) Given the product [CH:1]([C:4]1[CH:12]=[CH:11][C:7]([CH2:8][OH:9])=[C:6]([O:13][CH2:14][O:15][CH3:16])[CH:5]=1)([CH3:3])[CH3:2], predict the reactants needed to synthesize it. The reactants are: [CH:1]([C:4]1[CH:12]=[CH:11][C:7]([C:8](O)=[O:9])=[C:6]([O:13][CH2:14][O:15][CH3:16])[CH:5]=1)([CH3:3])[CH3:2].CN1CCOCC1.ClC(OCC)=O.[BH4-].[Na+].C(=O)=O. (5) Given the product [F:19][C:20]1[CH:21]=[C:22]2[C:27](=[CH:28][C:29]=1[F:30])[C:26](=[O:31])[N:25]([C:6]1[CH:7]=[N:8][CH:9]=[CH:10][C:5]=1[CH3:4])[CH2:24][CH2:23]2, predict the reactants needed to synthesize it. The reactants are: ClC1C=[C:10]2[C:5]([CH2:6][CH2:7][N:8](C3C=NC=CC=3)[C:9]2=O)=[CH:4]C=1.[F:19][C:20]1[CH:21]=[C:22]2[C:27](=[CH:28][C:29]=1[F:30])[C:26](=[O:31])[NH:25][CH2:24][CH2:23]2.IC1C=NC=CC=1C.P([O-])([O-])([O-])=O.[K+].[K+].[K+]. (6) Given the product [NH:18]1[C:19]2[C:24](=[CH:23][CH:22]=[CH:21][CH:20]=2)[C:16]([CH2:15][CH2:14][N:13]2[C:27](=[O:28])[C:26]([OH:25])=[C:32]([C:33](=[O:41])[C:34]3[CH:39]=[CH:38][CH:37]=[CH:36][C:35]=3[CH3:40])[CH:1]2[C:3]2[CH:12]=[CH:11][C:6]([C:7]([O:9][CH3:10])=[O:8])=[CH:5][CH:4]=2)=[CH:17]1, predict the reactants needed to synthesize it. The reactants are: [CH:1]([C:3]1[CH:12]=[CH:11][C:6]([C:7]([O:9][CH3:10])=[O:8])=[CH:5][CH:4]=1)=O.[NH2:13][CH2:14][CH2:15][C:16]1[C:24]2[C:19](=[CH:20][CH:21]=[CH:22][CH:23]=2)[NH:18][CH:17]=1.[OH:25]/[C:26](=[CH:32]\[C:33](=[O:41])[C:34]1[CH:39]=[CH:38][CH:37]=[CH:36][C:35]=1[CH3:40])/[C:27](OCC)=[O:28].